From a dataset of NCI-60 drug combinations with 297,098 pairs across 59 cell lines. Regression. Given two drug SMILES strings and cell line genomic features, predict the synergy score measuring deviation from expected non-interaction effect. (1) Drug 1: C1CCC(CC1)NC(=O)N(CCCl)N=O. Drug 2: CN1C2=C(C=C(C=C2)N(CCCl)CCCl)N=C1CCCC(=O)O.Cl. Cell line: CCRF-CEM. Synergy scores: CSS=36.8, Synergy_ZIP=4.26, Synergy_Bliss=5.50, Synergy_Loewe=-1.70, Synergy_HSA=5.42. (2) Drug 1: CC=C1C(=O)NC(C(=O)OC2CC(=O)NC(C(=O)NC(CSSCCC=C2)C(=O)N1)C(C)C)C(C)C. Drug 2: CCCCC(=O)OCC(=O)C1(CC(C2=C(C1)C(=C3C(=C2O)C(=O)C4=C(C3=O)C=CC=C4OC)O)OC5CC(C(C(O5)C)O)NC(=O)C(F)(F)F)O. Cell line: OVCAR3. Synergy scores: CSS=38.9, Synergy_ZIP=1.81, Synergy_Bliss=1.52, Synergy_Loewe=-8.80, Synergy_HSA=4.42. (3) Drug 1: CC(C1=C(C=CC(=C1Cl)F)Cl)OC2=C(N=CC(=C2)C3=CN(N=C3)C4CCNCC4)N. Drug 2: C1CC(=O)NC(=O)C1N2CC3=C(C2=O)C=CC=C3N. Cell line: NCI-H226. Synergy scores: CSS=7.46, Synergy_ZIP=-1.70, Synergy_Bliss=0.899, Synergy_Loewe=-3.01, Synergy_HSA=0.773. (4) Drug 1: C1=NC(=NC(=O)N1C2C(C(C(O2)CO)O)O)N. Drug 2: C1=CN(C=N1)CC(O)(P(=O)(O)O)P(=O)(O)O. Cell line: SK-OV-3. Synergy scores: CSS=9.15, Synergy_ZIP=-2.90, Synergy_Bliss=-1.50, Synergy_Loewe=-3.14, Synergy_HSA=-0.917.